This data is from Peptide-MHC class I binding affinity with 185,985 pairs from IEDB/IMGT. The task is: Regression. Given a peptide amino acid sequence and an MHC pseudo amino acid sequence, predict their binding affinity value. This is MHC class I binding data. (1) The peptide sequence is EVPAQYLTY. The MHC is HLA-B39:01 with pseudo-sequence HLA-B39:01. The binding affinity (normalized) is 0.0847. (2) The binding affinity (normalized) is 0. The MHC is HLA-A32:01 with pseudo-sequence HLA-A32:01. The peptide sequence is YKELCDAVY. (3) The peptide sequence is AEIESATLF. The MHC is HLA-B15:17 with pseudo-sequence HLA-B15:17. The binding affinity (normalized) is 0.0847. (4) The peptide sequence is GLKRGGVLL. The MHC is HLA-A69:01 with pseudo-sequence HLA-A69:01. The binding affinity (normalized) is 0.0847. (5) The peptide sequence is FLLFLVLIML. The MHC is HLA-A02:02 with pseudo-sequence HLA-A02:02. The binding affinity (normalized) is 0.320. (6) The peptide sequence is QPRAPIRPI. The MHC is HLA-A02:06 with pseudo-sequence HLA-A02:06. The binding affinity (normalized) is 0. (7) The peptide sequence is LLTFWNPPV. The MHC is HLA-A02:03 with pseudo-sequence HLA-A02:03. The binding affinity (normalized) is 0.699. (8) The peptide sequence is YLTMKAIEK. The binding affinity (normalized) is 0.360. The MHC is HLA-A68:01 with pseudo-sequence HLA-A68:01. (9) The peptide sequence is MSYVMCTGSF. The MHC is HLA-A26:01 with pseudo-sequence HLA-A26:01. The binding affinity (normalized) is 0.215.